Dataset: Full USPTO retrosynthesis dataset with 1.9M reactions from patents (1976-2016). Task: Predict the reactants needed to synthesize the given product. (1) Given the product [CH2:34]([O:36][C:37]1[CH:38]=[C:39]([CH:69]=[CH:70][C:71]=1[O:72][CH2:73][CH3:74])[CH2:40][C:41]1[O:45][N:44]=[C:43]([C:46]2[CH:54]=[CH:53][CH:52]=[C:51]3[C:47]=2[CH2:48][CH2:49][C@@H:50]3[NH:55][CH2:63][C:64]([N:66]([CH3:67])[CH3:68])=[O:65])[N:42]=1)[CH3:35], predict the reactants needed to synthesize it. The reactants are: C1(C2C=C(C3ON=C(C4C=CC=C5C=4CC[C@H]5NCCO)N=3)SC=2C(F)(F)F)C=CC=CC=1.[CH2:34]([O:36][C:37]1[CH:38]=[C:39]([CH:69]=[CH:70][C:71]=1[O:72][CH2:73][CH3:74])[CH2:40][C:41]1[O:45][N:44]=[C:43]([C:46]2[CH:54]=[CH:53][CH:52]=[C:51]3[C:47]=2[CH2:48][CH2:49][C@@H:50]3[N:55]([CH2:63][C:64]([N:66]([CH3:68])[CH3:67])=[O:65])C(=O)OC(C)(C)C)[N:42]=1)[CH3:35]. (2) Given the product [C:29]([O:31][CH2:7][CH3:2])(=[O:30])[CH3:27].[CH3:10][CH2:33][CH2:32][CH:27]([CH3:26])[CH3:29].[Cl:9][C:10]1[S:14][C:13]([S:15]([NH:18][C:2]2[C:7]([Cl:8])=[N:6][CH:5]=[CH:4][N:3]=2)(=[O:17])=[O:16])=[CH:12][CH:11]=1, predict the reactants needed to synthesize it. The reactants are: Cl[C:2]1[C:7]([Cl:8])=[N:6][CH:5]=[CH:4][N:3]=1.[Cl:9][C:10]1[S:14][C:13]([S:15]([NH2:18])(=[O:17])=[O:16])=[CH:12][CH:11]=1.C(=O)([O-])[O-].[K+].[K+].C(O)(=O)[CH2:26][C:27]([CH2:32][C:33](O)=O)([C:29]([OH:31])=[O:30])O. (3) Given the product [CH2:14]([O:16][SiH:17]([O:21][CH2:22][CH3:23])[O:18][CH2:19][CH3:20])[CH3:15].[CH3:1][N:2]([CH3:8])[C:3]([N:5]([CH3:7])[CH3:6])=[NH:4], predict the reactants needed to synthesize it. The reactants are: [CH3:1][N:2]([CH3:8])[C:3]([N:5]([CH3:7])[CH3:6])=[NH:4].C([Li])CCC.[CH2:14]([O:16][Si:17](OCC)([O:21][CH2:22][CH3:23])[O:18][CH2:19][CH3:20])[CH3:15]. (4) Given the product [Br:1][C:2]1[CH:7]=[CH:6][C:5]([CH:8]2[S:14][CH2:13][CH2:12][NH:11][C:10]3[N:16]([CH3:25])[N:17]=[C:18]([C:19]4[CH:24]=[CH:23][CH:22]=[CH:21][N:20]=4)[C:9]2=3)=[C:4]([CH3:26])[CH:3]=1, predict the reactants needed to synthesize it. The reactants are: [Br:1][C:2]1[CH:7]=[CH:6][C:5]([CH:8]2[S:14][CH2:13][C:12](=O)[NH:11][C:10]3[N:16]([CH3:25])[N:17]=[C:18]([C:19]4[CH:24]=[CH:23][CH:22]=[CH:21][N:20]=4)[C:9]2=3)=[C:4]([CH3:26])[CH:3]=1.B.C1COCC1.Cl.[OH-].[Na+]. (5) Given the product [CH:11]([C:7]1[CH:8]=[CH:9][CH:10]=[C:5]([CH:1]([CH2:3][CH3:4])[CH3:2])[C:6]=1[OH:15])([CH2:13][CH3:14])[CH3:12], predict the reactants needed to synthesize it. The reactants are: [CH:1]([C:5]1[CH:10]=[CH:9][CH:8]=[C:7]([CH:11]([CH2:13][CH3:14])[CH3:12])[C:6]=1[O:15]C(=O)N)([CH2:3][CH3:4])[CH3:2].[OH-].[Na+]. (6) Given the product [Cl:17][C:18]1[CH:23]=[CH:22][CH:21]=[C:20]([F:24])[C:19]=1/[CH:25]=[CH:26]/[C:27]([NH:16][C:13]1[CH:14]=[CH:15][N:11]([CH2:10][CH2:9][CH2:8][CH2:7][C:2](=[O:6])[CH3:1])[N:12]=1)=[O:28], predict the reactants needed to synthesize it. The reactants are: [CH3:1][C:2]1([CH2:7][CH2:8][CH2:9][CH2:10][N:11]2[CH:15]=[CH:14][C:13]([NH2:16])=[N:12]2)[O:6]CCO1.[Cl:17][C:18]1[CH:23]=[CH:22][CH:21]=[C:20]([F:24])[C:19]=1/[CH:25]=[CH:26]/[C:27](O)=[O:28]. (7) Given the product [CH2:23]([N:25]([CH2:26][CH3:27])[C:20](=[O:22])[CH2:19][N:11]([S:8]([C:3]1[C:2]([CH3:1])=[CH:7][CH:6]=[CH:5][N:4]=1)(=[O:10])=[O:9])[C:12]1[CH:13]=[C:14]([CH3:18])[CH:15]=[CH:16][CH:17]=1)[CH3:24], predict the reactants needed to synthesize it. The reactants are: [CH3:1][C:2]1[C:3]([S:8]([N:11]([CH2:19][C:20]([OH:22])=O)[C:12]2[CH:13]=[C:14]([CH3:18])[CH:15]=[CH:16][CH:17]=2)(=[O:10])=[O:9])=[N:4][CH:5]=[CH:6][CH:7]=1.[CH2:23]([NH:25][CH2:26][CH3:27])[CH3:24].